From a dataset of Full USPTO retrosynthesis dataset with 1.9M reactions from patents (1976-2016). Predict the reactants needed to synthesize the given product. Given the product [Cl:1][C:2]1[C:7]([S:8]([CH3:11])(=[O:10])=[O:9])=[CH:6][C:5]([C:12]2[N:13]([C:33]([N:48]3[CH2:47][CH2:46][N:45]([CH2:44][CH2:43][S:40]([CH3:39])(=[O:41])=[O:42])[CH2:50][CH2:49]3)=[O:34])[C@@:14]([C:26]3[CH:31]=[CH:30][C:29]([Cl:32])=[CH:28][CH:27]=3)([CH3:25])[C@@:15]([C:18]3[CH:19]=[CH:20][C:21]([Cl:24])=[CH:22][CH:23]=3)([CH3:17])[N:16]=2)=[C:4]([O:36][CH2:37][CH3:38])[CH:3]=1, predict the reactants needed to synthesize it. The reactants are: [Cl:1][C:2]1[C:7]([S:8]([CH3:11])(=[O:10])=[O:9])=[CH:6][C:5]([C:12]2[N:13]([C:33](Cl)=[O:34])[C@@:14]([C:26]3[CH:31]=[CH:30][C:29]([Cl:32])=[CH:28][CH:27]=3)([CH3:25])[C@@:15]([C:18]3[CH:23]=[CH:22][C:21]([Cl:24])=[CH:20][CH:19]=3)([CH3:17])[N:16]=2)=[C:4]([O:36][CH2:37][CH3:38])[CH:3]=1.[CH3:39][S:40]([CH2:43][CH2:44][N:45]1[CH2:50][CH2:49][NH:48][CH2:47][CH2:46]1)(=[O:42])=[O:41].